This data is from Reaction yield outcomes from USPTO patents with 853,638 reactions. The task is: Predict the reaction yield, written as a fraction of the theoretical maximum amount of product (1.0 means a 100% yield; for example, 0.34 means a 34% yield). (1) The reactants are [CH3:1][C:2]1[C:10]2[C:9](=[O:11])[NH:8][C:7]([S:12][CH2:13][CH2:14][CH2:15][N:16]3[CH2:21][CH2:20][N:19]([C:22]4[CH:27]=[CH:26][CH:25]=[CH:24][N:23]=4)[CH2:18][CH2:17]3)=[N:6][C:5]=2[S:4][C:3]=1C(O)=O.C([N:33](CC)CC)C.C1C=CC(P(N=[N+]=[N-])(C2C=CC=CC=2)=O)=CC=1. The catalyst is C(O)(C)(C)C. The product is [NH2:33][C:3]1[S:4][C:5]2[N:6]=[C:7]([S:12][CH2:13][CH2:14][CH2:15][N:16]3[CH2:17][CH2:18][N:19]([C:22]4[CH:27]=[CH:26][CH:25]=[CH:24][N:23]=4)[CH2:20][CH2:21]3)[NH:8][C:9](=[O:11])[C:10]=2[C:2]=1[CH3:1]. The yield is 0.180. (2) The reactants are [OH:1][C:2]1[C:12]2[CH2:11][CH2:10][N:9]([C:13](=[O:18])C(F)(F)F)[CH2:8][CH2:7][C:6]=2[CH:5]=[CH:4][CH:3]=1.C(=O)([O-])[O-].[K+].[K+].[C:25]([O:29]C(OC([O:29][C:25]([CH3:28])([CH3:27])[CH3:26])=O)=O)([CH3:28])([CH3:27])[CH3:26].[F:40][C:41]([F:54])([F:53])[S:42](O[S:42]([C:41]([F:54])([F:53])[F:40])(=[O:44])=[O:43])(=[O:44])=[O:43]. The catalyst is N.CO.C(Cl)Cl. The product is [C:25]([O:29][C:13]([N:9]1[CH2:10][CH2:11][C:12]2[C:2]([O:1][S:42]([C:41]([F:54])([F:53])[F:40])(=[O:44])=[O:43])=[CH:3][CH:4]=[CH:5][C:6]=2[CH2:7][CH2:8]1)=[O:18])([CH3:28])([CH3:27])[CH3:26]. The yield is 0.800. (3) The reactants are [NH2:1][CH:2]1[CH2:5][N:4]([C:6]([C:8]2[CH:9]=[C:10]([CH:23]=[CH:24][C:25]=2[F:26])[CH2:11][C:12]2[C:21]3[C:16](=[CH:17][CH:18]=[CH:19][CH:20]=3)[C:15](=[O:22])[NH:14][N:13]=2)=[O:7])[CH2:3]1.[CH3:27][CH:28]([CH3:32])[CH2:29][CH:30]=O.C(O[BH-](OC(=O)C)OC(=O)C)(=O)C.[Na+]. No catalyst specified. The product is [F:26][C:25]1[CH:24]=[CH:23][C:10]([CH2:11][C:12]2[C:21]3[C:16](=[CH:17][CH:18]=[CH:19][CH:20]=3)[C:15](=[O:22])[NH:14][N:13]=2)=[CH:9][C:8]=1[C:6]([N:4]1[CH2:3][CH:2]([NH:1][CH2:30][CH2:29][CH:28]([CH3:32])[CH3:27])[CH2:5]1)=[O:7]. The yield is 0.790. (4) The reactants are C(=O)([O-])[O-].[K+].[K+].[C:7]1([N:13]2[CH2:18][CH2:17][NH:16][CH2:15][CH2:14]2)[CH:12]=[CH:11][CH:10]=[CH:9][CH:8]=1.Cl[CH2:20][C:21]([C:23]1[CH:28]=[CH:27][CH:26]=[CH:25][CH:24]=1)=[O:22].O. The catalyst is C(#N)C. The product is [C:23]1([C:21](=[O:22])[CH2:20][N:16]2[CH2:17][CH2:18][N:13]([C:7]3[CH:12]=[CH:11][CH:10]=[CH:9][CH:8]=3)[CH2:14][CH2:15]2)[CH:28]=[CH:27][CH:26]=[CH:25][CH:24]=1. The yield is 0.600. (5) The reactants are [OH:1][C@H:2]1[CH2:7][CH2:6][CH2:5][CH2:4][C@@H:3]1[O:8][C:9]1[CH:14]=[CH:13][C:12]([N:15]2[C:20](=[O:21])[C:19]([CH2:22][C:23]3[CH:28]=[CH:27][C:26]([C:29]4[CH:34]=[CH:33][CH:32]=[CH:31][C:30]=4[C:35]4[NH:39][C:38](=[O:40])[O:37][N:36]=4)=[CH:25][CH:24]=3)=[C:18]([CH2:41][CH2:42][CH3:43])[N:17]=[C:16]2[CH3:44])=[CH:11][CH:10]=1.CC(OI1(OC(C)=O)(OC(C)=O)OC(=O)C2C1=CC=CC=2)=O.C(OCC)(=O)C.S([O-])([O-])(=O)=S.[Na+].[Na+]. The catalyst is C(Cl)Cl.O. The product is [CH3:44][C:16]1[N:15]([C:12]2[CH:11]=[CH:10][C:9]([O:8][CH:3]3[CH2:4][CH2:5][CH2:6][CH2:7][C:2]3=[O:1])=[CH:14][CH:13]=2)[C:20](=[O:21])[C:19]([CH2:22][C:23]2[CH:28]=[CH:27][C:26]([C:29]3[CH:34]=[CH:33][CH:32]=[CH:31][C:30]=3[C:35]3[NH:39][C:38](=[O:40])[O:37][N:36]=3)=[CH:25][CH:24]=2)=[C:18]([CH2:41][CH2:42][CH3:43])[N:17]=1. The yield is 0.900. (6) The yield is 0.690. The catalyst is C([O-])([O-])=O.[Na+].[Na+]. The reactants are [C:1]([NH:5][C:6]1[C:7]([C:12]([NH2:14])=[O:13])=[N:8][CH:9]=[CH:10][N:11]=1)(=O)[CH2:2][CH3:3]. The product is [CH2:2]([C:1]1[NH:14][C:12](=[O:13])[C:7]2[C:6](=[N:11][CH:10]=[CH:9][N:8]=2)[N:5]=1)[CH3:3]. (7) The reactants are [NH2:1][CH:2]1[CH2:7][CH2:6][CH2:5][CH:4]([OH:8])[C:3]1([CH3:10])[CH3:9].Cl[C:12]1[C:17]([C:18]#[N:19])=[CH:16][N:15]=[C:14]([S:20][CH3:21])[N:13]=1.CCN(C(C)C)C(C)C. The catalyst is C(O)(C)C. The product is [OH:8][CH:4]1[CH2:5][CH2:6][CH2:7][CH:2]([NH:1][C:12]2[C:17]([C:18]#[N:19])=[CH:16][N:15]=[C:14]([S:20][CH3:21])[N:13]=2)[C:3]1([CH3:10])[CH3:9]. The yield is 0.380.